From a dataset of Forward reaction prediction with 1.9M reactions from USPTO patents (1976-2016). Predict the product of the given reaction. (1) The product is: [CH3:2][O:3][C:4]([C@H:6]1[CH2:11][CH2:10][C@H:9]([CH2:12][N:13]([CH3:27])[S:14]([C:17]2[CH:22]=[CH:21][C:20]([C:23]([F:26])([F:24])[F:25])=[CH:19][CH:18]=2)(=[O:16])=[O:15])[CH2:8][CH2:7]1)=[O:5]. Given the reactants [Na].[CH3:2][O:3][C:4]([C@H:6]1[CH2:11][CH2:10][C@H:9]([CH2:12][NH:13][S:14]([C:17]2[CH:22]=[CH:21][C:20]([C:23]([F:26])([F:25])[F:24])=[CH:19][CH:18]=2)(=[O:16])=[O:15])[CH2:8][CH2:7]1)=[O:5].[CH3:27]I, predict the reaction product. (2) The product is: [CH2:24]([C:26]1[CH:42]=[CH:41][C:29]([CH2:30][O:31][C:32]2[CH:37]=[CH:36][C:35]([CH:21]3[CH2:22][N:19]([C:12]([O:14][C:15]([CH3:18])([CH3:17])[CH3:16])=[O:13])[CH2:20]3)=[CH:34][C:33]=2[O:39][CH3:40])=[CH:28][CH:27]=1)[CH3:25]. Given the reactants [Cl-].[Li+].BrC(Br)C.Cl[Si](C)(C)C.[C:12]([N:19]1[CH2:22][CH:21](I)[CH2:20]1)([O:14][C:15]([CH3:18])([CH3:17])[CH3:16])=[O:13].[CH2:24]([C:26]1[CH:42]=[CH:41][C:29]([CH2:30][O:31][C:32]2[CH:37]=[CH:36][C:35](I)=[CH:34][C:33]=2[O:39][CH3:40])=[CH:28][CH:27]=1)[CH3:25].[NH4+].[Cl-], predict the reaction product. (3) Given the reactants [H-].[Na+].[C:3]([O:11][CH2:12][CH3:13])(=[O:10])[CH2:4][C:5]([O:7][CH2:8][CH3:9])=[O:6].Br[CH2:15][C:16]([CH3:18])=[CH2:17].[Cl-].[NH4+], predict the reaction product. The product is: [CH3:17][C:16](=[CH2:15])[CH2:18][CH:4]([C:5]([O:7][CH2:8][CH3:9])=[O:6])[C:3]([O:11][CH2:12][CH3:13])=[O:10]. (4) The product is: [CH3:1][S:2]([O:5][C:6]1[CH:11]=[CH:10][CH:9]=[C:8]([CH:12]2[CH2:13][CH2:14][N:15]([CH2:27][CH:26]=[CH2:25])[CH2:16][CH2:17]2)[C:7]=1[F:18])(=[O:3])=[O:4]. Given the reactants [CH3:1][S:2]([O:5][C:6]1[CH:11]=[CH:10][CH:9]=[C:8]([CH:12]2[CH2:17][CH2:16][NH:15][CH2:14][CH2:13]2)[C:7]=1[F:18])(=[O:4])=[O:3].C(=O)([O-])[O-].[K+].[K+].[CH2:25](Br)[CH:26]=[CH2:27], predict the reaction product. (5) Given the reactants [CH3:1][NH:2][C:3](=[O:25])[C:4]1[CH:9]=[C:8]([O:10][C:11]2[CH:12]=[C:13]3[C:18](=[CH:19][CH:20]=2)[N:17]=[C:16](S(C)(=O)=O)[N:15]=[CH:14]3)[CH:7]=[CH:6][N:5]=1.[Si:26]([O:33][CH2:34][CH2:35][O:36][C:37]1[CH:43]=[CH:42][CH:41]=[CH:40][C:38]=1[NH2:39])([C:29]([CH3:32])([CH3:31])[CH3:30])([CH3:28])[CH3:27], predict the reaction product. The product is: [C:29]([Si:26]([CH3:28])([CH3:27])[O:33][CH2:34][CH2:35][O:36][C:37]1[CH:43]=[CH:42][CH:41]=[CH:40][C:38]=1[NH:39][C:16]1[N:15]=[CH:14][C:13]2[C:18](=[CH:19][CH:20]=[C:11]([O:10][C:8]3[CH:7]=[CH:6][N:5]=[C:4]([C:3]([NH:2][CH3:1])=[O:25])[CH:9]=3)[CH:12]=2)[N:17]=1)([CH3:32])([CH3:31])[CH3:30]. (6) Given the reactants CC1N=C(N[C:14]([N:16]2[CH:20]=[CH:19][N:18]=[CH:17]2)=[O:15])SC=1C1C=CN=CC=1.[CH3:21][C:22]1[CH:27]=[C:26]([C:28]2[S:32][C:31]([NH2:33])=[N:30][C:29]=2[CH3:34])[CH:25]=[C:24]([CH3:35])[N:23]=1, predict the reaction product. The product is: [CH3:21][C:22]1[CH:27]=[C:26]([C:28]2[S:32][C:31]([NH:33][C:14]([N:16]3[CH:20]=[CH:19][N:18]=[CH:17]3)=[O:15])=[N:30][C:29]=2[CH3:34])[CH:25]=[C:24]([CH3:35])[N:23]=1.